From a dataset of Full USPTO retrosynthesis dataset with 1.9M reactions from patents (1976-2016). Predict the reactants needed to synthesize the given product. (1) The reactants are: [C:1]1([N:7]2[C:12](=[O:13])[C:11]3[S:14][CH:15]=[C:16]([C:17]4[CH:22]=[CH:21][CH:20]=[CH:19][CH:18]=4)[C:10]=3[N:9]=[CH:8]2)[CH:6]=[CH:5][CH:4]=[CH:3][CH:2]=1.NC1C(C2C=C[C:32]([O:35]C)=CC=2)=CSC=1C(OC)=O.[CH:41](OCC)(OCC)[O:42]CC.COC1C=CC(N)=CC=1. Given the product [CH3:32][O:35][C:4]1[CH:5]=[CH:6][C:1]([N:7]2[C:12](=[O:13])[C:11]3[S:14][CH:15]=[C:16]([C:17]4[CH:18]=[CH:19][C:20]([O:42][CH3:41])=[CH:21][CH:22]=4)[C:10]=3[N:9]=[CH:8]2)=[CH:2][CH:3]=1, predict the reactants needed to synthesize it. (2) Given the product [CH3:33][NH:32][C:28]1[N:27]=[C:26]([C:21]2[NH:22][C:23]3[C:19]([CH:20]=2)=[CH:18][C:17]([C:15]([NH:14][CH:9]([CH2:8][N:7]([C:1]2[CH:6]=[CH:5][CH:4]=[CH:3][CH:2]=2)[C:34]2[N:39]=[CH:38][CH:37]=[CH:36][N:35]=2)[C:10]([OH:12])=[O:11])=[O:16])=[CH:25][CH:24]=3)[CH:31]=[CH:30][N:29]=1, predict the reactants needed to synthesize it. The reactants are: [C:1]1([N:7]([C:34]2[N:39]=[CH:38][CH:37]=[CH:36][N:35]=2)[CH2:8][CH:9]([NH:14][C:15]([C:17]2[CH:18]=[C:19]3[C:23](=[CH:24][CH:25]=2)[NH:22][C:21]([C:26]2[CH:31]=[CH:30][N:29]=[C:28]([NH:32][CH3:33])[N:27]=2)=[CH:20]3)=[O:16])[C:10]([O:12]C)=[O:11])[CH:6]=[CH:5][CH:4]=[CH:3][CH:2]=1.[OH-].[Na+]. (3) Given the product [OH:48][CH2:47][C:46]([NH:45][C:5](=[O:6])[C:4]1[CH:8]=[C:9]([C:11]2[O:19][C:18]3[C:13](=[N:14][CH:15]=[CH:16][C:17]=3[C:20]3[CH:21]=[CH:22][CH:23]=[CH:24][CH:25]=3)[CH:12]=2)[CH:10]=[C:2]([CH3:1])[CH:3]=1)([CH3:50])[CH3:49], predict the reactants needed to synthesize it. The reactants are: [CH3:1][C:2]1[CH:3]=[C:4]([CH:8]=[C:9]([C:11]2[O:19][C:18]3[C:13](=[N:14][CH:15]=[CH:16][C:17]=3[C:20]3[CH:25]=[CH:24][CH:23]=[CH:22][CH:21]=3)[CH:12]=2)[CH:10]=1)[C:5](O)=[O:6].Cl.CN(C)CCCN=C=NCC.CN1CCOCC1.[NH2:45][C:46]([CH3:50])([CH3:49])[CH2:47][OH:48]. (4) Given the product [CH2:1]([C:4]1[CH2:5][C@@H:6]2[C@H:9]([CH:10]=1)[C@@:8]([CH2:15][C:16]([OH:18])=[O:17])([CH2:11][NH2:12])[CH2:7]2)[CH:2]=[CH2:3], predict the reactants needed to synthesize it. The reactants are: [CH2:1]([C:4]1[CH2:5][C@@H:6]2[C@H:9]([CH:10]=1)[C@@:8]([CH2:15][C:16]([O:18]C(C)(C)C)=[O:17])([CH2:11][N+:12]([O-])=O)[CH2:7]2)[CH:2]=[CH2:3].[Cl-].[NH4+]. (5) Given the product [C:26]([O:25][C:23]([N:14]1[CH2:15][CH2:16][N:11]([C:6]2[CH:7]=[CH:8][CH:9]=[C:10]3[C:5]=2[CH:4]=[CH:3][NH:2]3)[CH2:12][CH2:13]1)=[O:24])([CH3:29])([CH3:28])[CH3:27], predict the reactants needed to synthesize it. The reactants are: Cl.[NH:2]1[C:10]2[C:5](=[C:6]([N:11]3[CH2:16][CH2:15][NH:14][CH2:13][CH2:12]3)[CH:7]=[CH:8][CH:9]=2)[CH:4]=[CH:3]1.C(=O)([O-])[O-].[K+].[K+].[C:23](O[C:23]([O:25][C:26]([CH3:29])([CH3:28])[CH3:27])=[O:24])([O:25][C:26]([CH3:29])([CH3:28])[CH3:27])=[O:24].C(OCC)(=O)C. (6) Given the product [NH2:13][C:6]1[CH:5]=[CH:4][C:3]([C:9](=[O:11])[CH3:10])=[C:2]([Br:1])[CH:7]=1, predict the reactants needed to synthesize it. The reactants are: [Br:1][C:2]1[CH:7]=[C:6](F)[CH:5]=[CH:4][C:3]=1[C:9](=[O:11])[CH3:10].[OH-].[NH4+:13].